The task is: Predict the product of the given reaction.. This data is from Forward reaction prediction with 1.9M reactions from USPTO patents (1976-2016). (1) Given the reactants [F:1][C:2]1[CH:7]=[CH:6][C:5]([C:8]([C:10]2[N:19]=[C:18]([NH:20][C:21]3[CH:25]=[C:24]([CH3:26])[NH:23][N:22]=3)[C:17]3[C:12](=[CH:13][CH:14]=[CH:15][CH:16]=3)[N:11]=2)=[O:9])=[CH:4][CH:3]=1.[BH4-].[Na+], predict the reaction product. The product is: [F:1][C:2]1[CH:7]=[CH:6][C:5]([CH:8]([C:10]2[N:19]=[C:18]([NH:20][C:21]3[CH:25]=[C:24]([CH3:26])[NH:23][N:22]=3)[C:17]3[C:12](=[CH:13][CH:14]=[CH:15][CH:16]=3)[N:11]=2)[OH:9])=[CH:4][CH:3]=1. (2) Given the reactants [Cl:1][C:2]1[CH:3]=[C:4]2[C:9](=[CH:10][CH:11]=1)[NH:8][C:7](=[O:12])[C:6]([C@H:13]([NH:15][S@@](C(C)(C)C)=O)[CH3:14])=[CH:5]2.Cl.C(OCC)C, predict the reaction product. The product is: [ClH:1].[NH2:15][C@@H:13]([C:6]1[C:7](=[O:12])[NH:8][C:9]2[C:4]([CH:5]=1)=[CH:3][C:2]([Cl:1])=[CH:11][CH:10]=2)[CH3:14]. (3) Given the reactants C([O:3][C:4]([CH:6]1[N:10]2[C:11](=[O:24])[C:12]([NH:15][C:16](=[O:23])[C:17]3[CH:22]=[CH:21][CH:20]=[CH:19][CH:18]=3)=[CH:13][N:14]=[C:9]2[CH2:8][CH2:7]1)=[O:5])C.O.[OH-].[Li+:27], predict the reaction product. The product is: [Li+:27].[C:16]([NH:15][C:12]1[C:11](=[O:24])[N:10]2[CH:6]([C:4]([O-:5])=[O:3])[CH2:7][CH2:8][C:9]2=[N:14][CH:13]=1)(=[O:23])[C:17]1[CH:22]=[CH:21][CH:20]=[CH:19][CH:18]=1.